This data is from NCI-60 drug combinations with 297,098 pairs across 59 cell lines. The task is: Regression. Given two drug SMILES strings and cell line genomic features, predict the synergy score measuring deviation from expected non-interaction effect. Cell line: DU-145. Drug 1: CC1CCCC2(C(O2)CC(NC(=O)CC(C(C(=O)C(C1O)C)(C)C)O)C(=CC3=CSC(=N3)C)C)C. Drug 2: CC12CCC3C(C1CCC2OP(=O)(O)O)CCC4=C3C=CC(=C4)OC(=O)N(CCCl)CCCl.[Na+]. Synergy scores: CSS=58.6, Synergy_ZIP=-1.45, Synergy_Bliss=-11.9, Synergy_Loewe=-36.2, Synergy_HSA=-13.4.